Binary Classification. Given a miRNA mature sequence and a target amino acid sequence, predict their likelihood of interaction. From a dataset of Experimentally validated miRNA-target interactions with 360,000+ pairs, plus equal number of negative samples. The miRNA is hsa-miR-4445-5p with sequence AGAUUGUUUCUUUUGCCGUGCA. The protein sequence of the target gene is MAWKSGGASHSELIHNLRKNGIIKTDKVFEVMLATDRSHYAKCNPYMDSPQSIGFQATISAPHMHAYALELLFDQLHEGAKALDVGSGSGILTACFARMVGCTGKVIGIDHIKELVDDSVNNVRKDDPTLLSSGRVQLVVGDGRMGYAEEAPYDAIHVGAAAPVVPQALIDQLKPGGRLILPVGPAGGNQMLEQYDKLQDGSIKMKPLMGVIYVPLTDKEKQWSRWK. Result: 1 (interaction).